Task: Predict the reactants needed to synthesize the given product.. Dataset: Full USPTO retrosynthesis dataset with 1.9M reactions from patents (1976-2016) (1) Given the product [Cl:25][C:26]1[CH:31]=[C:30]([CH2:1][N:8]2[CH2:9][CH2:10][N:11]([C:14](=[O:17])[NH:15][CH3:16])[CH2:12][CH2:13]2)[CH:29]=[CH:28][N:27]=1, predict the reactants needed to synthesize it. The reactants are: [C:1]([N:8]1[CH2:13][CH2:12][N:11]([C:14](=[O:17])[NH:15][CH3:16])[CH2:10][CH2:9]1)(OC(C)(C)C)=O.Cl.CCOC(C)=O.[Cl:25][C:26]1[CH:31]=[C:30](CCl)[CH:29]=[CH:28][N:27]=1.C([O-])([O-])=O.[K+].[K+]. (2) Given the product [Br:12][C:13]1[N:30]([CH2:31][O:32][CH2:33][CH2:34][Si:35]([CH3:38])([CH3:37])[CH3:36])[C:16]2[CH:17]=[N:18][N:19]([CH2:22][O:23][CH2:24][CH2:25][Si:26]([CH3:29])([CH3:28])[CH3:27])[C:20](=[O:21])[C:15]=2[C:14]=1[CH2:39][O:9][CH2:8][CH2:7][F:6], predict the reactants needed to synthesize it. The reactants are: O1CCCC1.[F:6][CH2:7][CH2:8][OH:9].[H-].[Na+].[Br:12][C:13]1[N:30]([CH2:31][O:32][CH2:33][CH2:34][Si:35]([CH3:38])([CH3:37])[CH3:36])[C:16]2[CH:17]=[N:18][N:19]([CH2:22][O:23][CH2:24][CH2:25][Si:26]([CH3:29])([CH3:28])[CH3:27])[C:20](=[O:21])[C:15]=2[C:14]=1[CH2:39]Br. (3) Given the product [P:2]([O:6][CH2:7][C@@H:8]([OH:17])[C@@H:9]([OH:16])[C@H:10]([OH:15])[C@@H:11]([OH:14])[CH:12]=[O:13])([OH:4])([OH:5])=[O:3], predict the reactants needed to synthesize it. The reactants are: [Na+].[P:2]([O:6][CH2:7][C@@H:8]([OH:17])[C@@H:9]([OH:16])[C@H:10]([OH:15])[C@@H:11]([OH:14])[CH:12]=[O:13])([O-:5])([O-:4])=[O:3].[Na+].Cl.C(N=C=NCCCN(C)C)C.ON1C(=O)CCC1=O.C(NCC)C.